From a dataset of Catalyst prediction with 721,799 reactions and 888 catalyst types from USPTO. Predict which catalyst facilitates the given reaction. (1) Reactant: [Cl:1][C:2]1[C:10]2[N:9]=[C:8]([NH:11][C:12]3[C:17]([CH3:18])=[CH:16][C:15]([Cl:19])=[CH:14][C:13]=3[O:20][CH3:21])[N:7]([CH2:22][C:23]([O:25]C(C)C)=[O:24])[C:6]=2[C:5]([CH:29]([CH2:32][CH3:33])[CH2:30][CH3:31])=[CH:4][CH:3]=1.[OH-].[Na+].O.Cl. Product: [Cl:1][C:2]1[C:10]2[N:9]=[C:8]([NH:11][C:12]3[C:17]([CH3:18])=[CH:16][C:15]([Cl:19])=[CH:14][C:13]=3[O:20][CH3:21])[N:7]([CH2:22][C:23]([OH:25])=[O:24])[C:6]=2[C:5]([CH:29]([CH2:32][CH3:33])[CH2:30][CH3:31])=[CH:4][CH:3]=1. The catalyst class is: 5. (2) Reactant: C([N:8]1[CH2:14][CH:13]([O:15][CH:16]2[CH2:21][CH2:20][CH2:19][CH2:18][O:17]2)[CH2:12][N:11](CC2C=CC=CC=2)[CH2:10][CH2:9]1)C1C=CC=CC=1. Product: [O:17]1[CH2:18][CH2:19][CH2:20][CH2:21][CH:16]1[O:15][CH:13]1[CH2:14][NH:8][CH2:9][CH2:10][NH:11][CH2:12]1. The catalyst class is: 105. (3) Product: [Br:9][C:5]1[C:6]([N:10]2[CH2:15][CH2:14][O:13][CH2:12][CH2:11]2)=[N:7][C:2]([Cl:1])=[N:3][CH:4]=1. The catalyst class is: 155. Reactant: [Cl:1][C:2]1[N:7]=[C:6](Cl)[C:5]([Br:9])=[CH:4][N:3]=1.[NH:10]1[CH2:15][CH2:14][O:13][CH2:12][CH2:11]1.